From a dataset of Full USPTO retrosynthesis dataset with 1.9M reactions from patents (1976-2016). Predict the reactants needed to synthesize the given product. Given the product [CH3:34][C:33]1[C:28]2[NH:27][C:26](=[O:35])[CH2:25][C:24](=[O:36])[N:23]([C:20]3[CH:19]=[CH:18][C:17]([NH:16][C:4](=[O:6])[C:3]4[CH:7]=[CH:8][CH:9]=[CH:10][C:2]=4[I:1])=[CH:22][CH:21]=3)[C:29]=2[CH:30]=[CH:31][C:32]=1[CH3:43], predict the reactants needed to synthesize it. The reactants are: [I:1][C:2]1[CH:10]=[CH:9][CH:8]=[CH:7][C:3]=1[C:4]([OH:6])=O.CC1C(C)=CC=CC=1C([NH:16][C:17]1[CH:22]=[CH:21][C:20]([N:23]2[C:29]3[CH:30]=[CH:31][CH:32]=[C:33]([CH3:34])[C:28]=3[NH:27][C:26](=[O:35])[CH2:25][C:24]2=[O:36])=[CH:19][CH:18]=1)=O.I[C:43]1C=CC=CC=1C(Cl)=O.